The task is: Predict which catalyst facilitates the given reaction.. This data is from Catalyst prediction with 721,799 reactions and 888 catalyst types from USPTO. (1) Reactant: [CH3:1][S:2]([OH:5])(=[O:4])=[O:3].[Cl:6][C:7]1[CH:17]=[CH:16][C:10]2[CH2:11][CH2:12][NH:13][CH2:14][CH2:15][C:9]=2[C:8]=1[NH:18][CH2:19][C:20]([F:23])([F:22])[F:21]. Product: [S:2]([OH:5])(=[O:4])(=[O:3])[CH3:1].[Cl:6][C:7]1[CH:17]=[CH:16][C:10]2[CH2:11][CH2:12][NH:13][CH2:14][CH2:15][C:9]=2[C:8]=1[NH:18][CH2:19][C:20]([F:21])([F:23])[F:22]. The catalyst class is: 32. (2) Reactant: [N:1]1[CH:6]=[C:5]([C:7]2[CH:8]=[C:9]([CH:13]=[CH:14][CH:15]=2)[C:10]([OH:12])=O)[CH:4]=[N:3][CH:2]=1.O=S(Cl)Cl.[Cl:20][C:21]([F:31])([F:30])[O:22][C:23]1[CH:29]=[CH:28][C:26]([NH2:27])=[CH:25][CH:24]=1. Product: [Cl:20][C:21]([F:30])([F:31])[O:22][C:23]1[CH:24]=[CH:25][C:26]([NH:27][C:10](=[O:12])[C:9]2[CH:13]=[CH:14][CH:15]=[C:7]([C:5]3[CH:4]=[N:3][CH:2]=[N:1][CH:6]=3)[CH:8]=2)=[CH:28][CH:29]=1. The catalyst class is: 2.